This data is from Reaction yield outcomes from USPTO patents with 853,638 reactions. The task is: Predict the reaction yield, written as a fraction of the theoretical maximum amount of product (1.0 means a 100% yield; for example, 0.34 means a 34% yield). (1) The reactants are [CH3:1][NH:2][C:3]1[CH:8]=[CH:7][C:6]([N:9]2[C:15](=[O:16])[CH2:14][C:13](=[O:17])[NH:12][C:11]3[C:18]4[C:23]([CH:24]=[CH:25][C:10]2=3)=[CH:22][CH:21]=[CH:20][CH:19]=4)=[CH:5][CH:4]=1.C([C:28]1[CH:38]=[CH:37][CH:36]=[CH:35][C:29]=1[CH2:30][S:31](Cl)(=[O:33])=[O:32])C. The catalyst is N1C=CC=CC=1. The product is [CH2:19]([C:18]1[CH:23]=[CH:24][CH:25]=[CH:10][C:11]=1[C:29]1([CH2:30][S:31]([N:2]([C:3]2[CH:4]=[CH:5][C:6]([N:9]3[C:15](=[O:16])[CH2:14][C:13](=[O:17])[NH:12][C:11]4[C:18]5[C:23]([CH:24]=[CH:25][C:10]3=4)=[CH:22][CH:21]=[CH:20][CH:19]=5)=[CH:7][CH:8]=2)[CH3:1])(=[O:32])=[O:33])[CH:28]=[CH:38][CH:37]=[CH:36][CH2:35]1)[CH3:20]. The yield is 0.160. (2) The reactants are I[C:2]1[CH:7]=[CH:6][C:5]([CH2:8][C:9]([O:11][CH2:12][CH3:13])=[O:10])=[CH:4][CH:3]=1.[Br:14][C:15]1[CH:20]=[CH:19][C:18](B(O)O)=[CH:17][CH:16]=1. No catalyst specified. The product is [Br:14][C:15]1[CH:20]=[CH:19][C:18]([C:2]2[CH:7]=[CH:6][C:5]([CH2:8][C:9]([O:11][CH2:12][CH3:13])=[O:10])=[CH:4][CH:3]=2)=[CH:17][CH:16]=1. The yield is 0.710.